From a dataset of Forward reaction prediction with 1.9M reactions from USPTO patents (1976-2016). Predict the product of the given reaction. (1) Given the reactants [NH2:1][C:2]1[CH:3]=[C:4]([CH:10]=[CH:11][C:12]=1I)[C:5]([O:7][CH2:8][CH3:9])=[O:6].[CH3:14][CH:15]([CH3:18])[C:16]#[CH:17], predict the reaction product. The product is: [NH2:1][C:2]1[CH:3]=[C:4]([CH:10]=[CH:11][C:12]=1[C:17]#[C:16][CH:15]([CH3:18])[CH3:14])[C:5]([O:7][CH2:8][CH3:9])=[O:6]. (2) The product is: [CH3:28][N:27]([CH3:29])[C:25]1[C:24]2[C:19](=[CH:20][CH:21]=[CH:22][CH:23]=2)[N:18]=[C:17]([NH:16][CH2:15][C@H:12]2[CH2:11][CH2:10][C@H:9]([CH2:8][NH:7][S:47]([C:42]3[CH:43]=[CH:44][CH:45]=[CH:46][C:41]=3[O:40][C:39]([F:38])([F:51])[F:52])(=[O:49])=[O:48])[CH2:14][CH2:13]2)[N:26]=1. Given the reactants C(OC(=O)[NH:7][CH2:8][C@H:9]1[CH2:14][CH2:13][C@H:12]([CH2:15][NH:16][C:17]2[N:26]=[C:25]([N:27]([CH3:29])[CH3:28])[C:24]3[C:19](=[CH:20][CH:21]=[CH:22][CH:23]=3)[N:18]=2)[CH2:11][CH2:10]1)(C)(C)C.Cl.N1C=CC=CC=1.[F:38][C:39]([F:52])([F:51])[O:40][C:41]1[CH:46]=[CH:45][CH:44]=[CH:43][C:42]=1[S:47](Cl)(=[O:49])=[O:48], predict the reaction product. (3) Given the reactants [F:1][C:2]([F:47])([F:46])[C:3]1[CH:4]=[C:5]([CH:39]=[C:40]([C:42]([F:45])([F:44])[F:43])[CH:41]=1)[CH2:6][N:7]([C:27]1[N:32]=[CH:31][C:30]([C:33]2[CH:34]=[N:35][N:36]([CH3:38])[CH:37]=2)=[CH:29][N:28]=1)[C@@H:8]1[CH2:12][N:11]([C:13]2[CH:20]=[CH:19][C:18]([C:21]([F:24])([F:23])[F:22])=[CH:17][C:14]=2[CH:15]=[O:16])[C@H:10]([CH2:25][CH3:26])[CH2:9]1.[BH4-].[Na+].C(=O)([O-])O.[Na+], predict the reaction product. The product is: [F:46][C:2]([F:1])([F:47])[C:3]1[CH:4]=[C:5]([CH:39]=[C:40]([C:42]([F:45])([F:44])[F:43])[CH:41]=1)[CH2:6][N:7]([C:27]1[N:32]=[CH:31][C:30]([C:33]2[CH:34]=[N:35][N:36]([CH3:38])[CH:37]=2)=[CH:29][N:28]=1)[C@@H:8]1[CH2:12][N:11]([C:13]2[CH:20]=[CH:19][C:18]([C:21]([F:22])([F:23])[F:24])=[CH:17][C:14]=2[CH2:15][OH:16])[C@H:10]([CH2:25][CH3:26])[CH2:9]1. (4) Given the reactants C([O:5][C:6]([CH:8]1[CH2:12][CH:11]([O:13][C:14]2[CH:19]=[C:18]([O:20][CH3:21])[N:17]=[C:16]([C:22]3[CH:27]=[CH:26][CH:25]=[CH:24][CH:23]=3)[N:15]=2)[CH2:10][CH:9]1[C:28](=[O:40])[NH:29][C:30]1([C:35]([O:37][CH2:38][CH3:39])=[O:36])[CH2:32][CH:31]1[CH:33]=[CH2:34])=[O:7])(C)(C)C.C([SiH](CC)CC)C.C(O)(C(F)(F)F)=O, predict the reaction product. The product is: [CH2:38]([O:37][C:35]([C:30]1([NH:29][C:28]([CH:9]2[CH2:10][CH:11]([O:13][C:14]3[CH:19]=[C:18]([O:20][CH3:21])[N:17]=[C:16]([C:22]4[CH:23]=[CH:24][CH:25]=[CH:26][CH:27]=4)[N:15]=3)[CH2:12][CH:8]2[C:6]([OH:7])=[O:5])=[O:40])[CH2:32][CH:31]1[CH:33]=[CH2:34])=[O:36])[CH3:39]. (5) Given the reactants [CH2:1]([O:8][C:9](=[O:32])[NH:10][C:11]1[CH:16]=[CH:15][CH:14]=[C:13]([O:17][C:18]2[CH:23]=[CH:22][C:21]([N+:24]([O-])=O)=[C:20]([CH2:27][NH:28][CH2:29][CH2:30][CH3:31])[CH:19]=2)[CH:12]=1)[C:2]1[CH:7]=[CH:6][CH:5]=[CH:4][CH:3]=1.S1C=CC=C1.O=[Si]=O, predict the reaction product. The product is: [CH2:1]([O:8][C:9](=[O:32])[NH:10][C:11]1[CH:16]=[CH:15][CH:14]=[C:13]([O:17][C:18]2[CH:23]=[CH:22][C:21]([NH2:24])=[C:20]([CH2:27][NH:28][CH2:29][CH2:30][CH3:31])[CH:19]=2)[CH:12]=1)[C:2]1[CH:7]=[CH:6][CH:5]=[CH:4][CH:3]=1. (6) Given the reactants [OH:1][CH2:2][C:3]1[CH:10]=[CH:9][C:6]([CH:7]=O)=[CH:5][CH:4]=1.C(O)(=O)C.O.[BrH:16], predict the reaction product. The product is: [Br:16][CH2:7][C:6]1[CH:9]=[CH:10][C:3]([CH:2]=[O:1])=[CH:4][CH:5]=1. (7) Given the reactants [NH2:1][C:2]1[N:6]([C:7]2[CH:12]=[CH:11][CH:10]=[CH:9][CH:8]=2)[NH:5][C:4](=[O:13])[C:3]=1[CH3:14].[C:15]1(B(O)O)[CH:20]=[CH:19][CH:18]=[CH:17][CH:16]=1.N1C=CC=CC=1, predict the reaction product. The product is: [CH3:14][C:3]1[C:4]([O:13][C:15]2[CH:20]=[CH:19][CH:18]=[CH:17][CH:16]=2)=[N:5][N:6]([C:7]2[CH:12]=[CH:11][CH:10]=[CH:9][CH:8]=2)[C:2]=1[NH2:1]. (8) Given the reactants C([N:8]1[CH2:13][CH2:12][O:11][CH:10]([CH2:14][OH:15])[CH2:9]1)C1C=CC=CC=1.[CH3:28][C:27]([O:26][C:24](O[C:24]([O:26][C:27]([CH3:30])([CH3:29])[CH3:28])=[O:25])=[O:25])([CH3:30])[CH3:29], predict the reaction product. The product is: [C:27]([O:26][C:24]([N:8]1[CH2:13][CH2:12][O:11][CH:10]([CH2:14][OH:15])[CH2:9]1)=[O:25])([CH3:28])([CH3:29])[CH3:30].